This data is from Reaction yield outcomes from USPTO patents with 853,638 reactions. The task is: Predict the reaction yield, written as a fraction of the theoretical maximum amount of product (1.0 means a 100% yield; for example, 0.34 means a 34% yield). (1) The reactants are [O:1]=[C:2]1[CH:7]=[CH:6][N:5]([C:8]2[CH:13]=[CH:12][CH:11]=[C:10]([C:14]([F:17])([F:16])[F:15])[CH:9]=2)[N:4]=[C:3]1C(O)=O.C1C=CC(P([N:35]=[N+]=[N-])(C2C=CC=CC=2)=O)=CC=1.CCN(CC)CC.[OH-].[Na+]. The catalyst is C1(C)C=CC=CC=1.[Cl-].[Na+].O. The product is [NH2:35][C:3]1[C:2](=[O:1])[CH:7]=[CH:6][N:5]([C:8]2[CH:13]=[CH:12][CH:11]=[C:10]([C:14]([F:17])([F:16])[F:15])[CH:9]=2)[N:4]=1. The yield is 0.560. (2) The product is [O:1]1[CH:5]=[CH:4][CH:3]=[C:2]1[C:6]1[N:7]=[C:8]([NH:28][C:29]([C:31]2[CH:32]=[CH:33][N:34]=[CH:35][CH:36]=2)=[O:30])[S:9][C:10]=1[C:11]([C:13]1[CH:17]=[CH:16][NH:15][CH:14]=1)=[O:12]. The yield is 0.820. The catalyst is C(O)C. The reactants are [O:1]1[CH:5]=[CH:4][CH:3]=[C:2]1[C:6]1[N:7]=[C:8]([NH:28][C:29]([C:31]2[CH:36]=[CH:35][N:34]=[CH:33][CH:32]=2)=[O:30])[S:9][C:10]=1[C:11]([C:13]1[CH:17]=[CH:16][N:15]([Si](C(C)C)(C(C)C)C(C)C)[CH:14]=1)=[O:12].Cl.C(=O)([O-])O.[Na+]. (3) The reactants are [OH:1][C:2]1[CH:3]=[C:4]([C:8]#[C:9][C:10]2[CH:11]=[C:12]([C:16]([N:18]=[S@:19]([CH2:27][C:28](OCC)=[O:29])([C:21]3[CH:26]=[CH:25][CH:24]=[CH:23][CH:22]=3)=[O:20])=[O:17])[CH:13]=[N:14][CH:15]=2)[CH:5]=[CH:6][CH:7]=1.Cl.[NH2:34][CH2:35][C:36]([NH2:38])=[O:37]. No catalyst specified. The product is [NH2:38][C:36](=[O:37])[CH2:35][NH:34][C:28](=[O:29])[CH2:27][S:19](=[O:20])([C:21]1[CH:26]=[CH:25][CH:24]=[CH:23][CH:22]=1)=[N:18][C:16](=[O:17])[C:12]1[CH:11]=[C:10]([C:9]#[C:8][C:4]2[CH:5]=[CH:6][CH:7]=[C:2]([OH:1])[CH:3]=2)[CH:15]=[N:14][CH:13]=1. The yield is 0.500. (4) The reactants are [Cl:1][C:2]1[CH:10]=[CH:9][CH:8]=[C:7]([Si:11]([CH3:14])([CH3:13])[CH3:12])[C:3]=1[C:4](Cl)=[O:5].[CH2:15]([SH:17])[CH3:16]. The catalyst is CN(C1C=CN=CC=1)C.C(Cl)Cl. The product is [Cl:1][C:2]1[CH:10]=[CH:9][CH:8]=[C:7]([Si:11]([CH3:14])([CH3:13])[CH3:12])[C:3]=1[C:4](=[O:5])[S:17][CH2:15][CH3:16]. The yield is 0.610. (5) The reactants are [C:1]1([C:7]2[CH2:24][CH:10]3[CH2:11][N:12](C(OCC4C=CC=CC=4)=O)[CH2:13][CH:9]3[CH:8]=2)[CH:6]=[CH:5][CH:4]=[CH:3][CH:2]=1. The catalyst is C(O)C.[Pd]. The product is [C:1]1([CH:7]2[CH2:24][CH:10]3[CH2:11][NH:12][CH2:13][CH:9]3[CH2:8]2)[CH:2]=[CH:3][CH:4]=[CH:5][CH:6]=1. The yield is 0.950.